This data is from Reaction yield outcomes from USPTO patents with 853,638 reactions. The task is: Predict the reaction yield, written as a fraction of the theoretical maximum amount of product (1.0 means a 100% yield; for example, 0.34 means a 34% yield). (1) The reactants are O1CCOCC1.Br[C:8]1[C:9]([CH3:16])=[C:10]([C:12]([F:15])=[CH:13][CH:14]=1)[NH2:11].[B:17]1([B:17]2[O:21][C:20]([CH3:23])([CH3:22])[C:19]([CH3:25])([CH3:24])[O:18]2)[O:21][C:20]([CH3:23])([CH3:22])[C:19]([CH3:25])([CH3:24])[O:18]1.C([O-])(=O)C.[K+]. The catalyst is ClCCl.[Pd+2].ClC1C=C[C-](P(C2C=CC=CC=2)C2C=CC=CC=2)C=1Cl.[C-]1(P(C2C=CC=CC=2)C2C=CC=CC=2)C=CC=C1.[Fe+2].O. The product is [F:15][C:12]1[C:10]([NH2:11])=[C:9]([CH3:16])[C:8]([B:17]2[O:21][C:20]([CH3:23])([CH3:22])[C:19]([CH3:25])([CH3:24])[O:18]2)=[CH:14][CH:13]=1. The yield is 0.700. (2) The reactants are [F:1][C:2]([F:14])([F:13])[O:3][C:4]1[CH:9]=[CH:8][C:7](B(O)O)=[CH:6][CH:5]=1.[Br:15][C:16]1[CH:21]=[CH:20][C:19]([OH:22])=[CH:18][CH:17]=1.C(N(C(C)C)CC)(C)C.N1C=CC=CC=1. The catalyst is ClCCl.C([O-])(=O)C.[Cu+2].C([O-])(=O)C. The product is [Br:15][C:16]1[CH:21]=[CH:20][C:19]([O:22][C:7]2[CH:8]=[CH:9][C:4]([O:3][C:2]([F:14])([F:13])[F:1])=[CH:5][CH:6]=2)=[CH:18][CH:17]=1. The yield is 0.630. (3) The reactants are CC([O-])(C)C.[K+].CC1C=CC(S([CH2:17][N+:18]#[C-])(=O)=O)=CC=1.[F:20][C:21]1[CH:22]=[C:23]([CH:26]=[CH:27][C:28]=1[O:29][CH3:30])[CH:24]=O.CO. The catalyst is C1COCC1.O. The product is [F:20][C:21]1[CH:22]=[C:23]([CH2:24][C:17]#[N:18])[CH:26]=[CH:27][C:28]=1[O:29][CH3:30]. The yield is 0.580. (4) The reactants are [NH2:1][CH2:2][C:3]1[C:4](=[O:22])[NH:5][C:6]([C@H:9]2[C@H:13]([CH3:14])[CH2:12][N:11]([CH2:15][C:16]3[CH:21]=[CH:20][CH:19]=[CH:18][CH:17]=3)[CH2:10]2)=[N:7][N:8]=1.[O:23]1[CH2:28][CH2:27][CH:26]([C:29](ON2C(=O)CCC2=O)=[O:30])[CH2:25][CH2:24]1. The catalyst is C(Cl)Cl. The product is [CH2:15]([N:11]1[CH2:12][C@@H:13]([CH3:14])[C@H:9]([C:6]2[NH:5][C:4](=[O:22])[C:3]([CH2:2][NH:1][C:29]([CH:26]3[CH2:27][CH2:28][O:23][CH2:24][CH2:25]3)=[O:30])=[N:8][N:7]=2)[CH2:10]1)[C:16]1[CH:21]=[CH:20][CH:19]=[CH:18][CH:17]=1. The yield is 0.710. (5) The reactants are [F:1][C:2]1[CH:26]=[CH:25][CH:24]=[CH:23][C:3]=1[CH2:4][N:5]1[CH2:9][CH2:8][N:7]([C@@H:10]([C:18]([CH3:21])([CH3:20])[CH3:19])[C:11]([O:13]C(C)(C)C)=[O:12])[C:6]1=[O:22].FC(F)(F)C(O)=O. The catalyst is ClCCl. The product is [F:1][C:2]1[CH:26]=[CH:25][CH:24]=[CH:23][C:3]=1[CH2:4][N:5]1[CH2:9][CH2:8][N:7]([C@@H:10]([C:18]([CH3:20])([CH3:21])[CH3:19])[C:11]([OH:13])=[O:12])[C:6]1=[O:22]. The yield is 0.730. (6) The reactants are [Br:1][C:2]1[CH:3]=[C:4]([CH:6]=[CH:7][C:8]=1[O:9][CH2:10][CH:11]1[CH2:15][CH2:14][CH2:13][O:12]1)[NH2:5].[S-:16][C:17]#[N:18].[NH4+].BrBr.N. The catalyst is C(O)(=O)C. The product is [Br:1][C:2]1[C:8]([O:9][CH2:10][CH:11]2[CH2:15][CH2:14][CH2:13][O:12]2)=[CH:7][C:6]2[S:16][C:17]([NH2:18])=[N:5][C:4]=2[CH:3]=1. The yield is 0.260.